Dataset: Reaction yield outcomes from USPTO patents with 853,638 reactions. Task: Predict the reaction yield, written as a fraction of the theoretical maximum amount of product (1.0 means a 100% yield; for example, 0.34 means a 34% yield). (1) The reactants are [Cl:1][C:2]1[CH:3]=[C:4]([C:8]2[N:13]=[C:12]3[CH2:14][CH2:15][CH2:16][C:11]3=[C:10]([NH:17][C:18]3[CH:23]=[CH:22][C:21]([CH2:24][C:25](=[O:27])[CH3:26])=[CH:20][CH:19]=3)[CH:9]=2)[CH:5]=[CH:6][CH:7]=1.[BH4-].[Na+]. The catalyst is CO.C([O-])(O)=O.[Na+]. The product is [Cl:1][C:2]1[CH:3]=[C:4]([C:8]2[N:13]=[C:12]3[CH2:14][CH2:15][CH2:16][C:11]3=[C:10]([NH:17][C:18]3[CH:19]=[CH:20][C:21]([CH2:24][CH:25]([OH:27])[CH3:26])=[CH:22][CH:23]=3)[CH:9]=2)[CH:5]=[CH:6][CH:7]=1. The yield is 0.200. (2) The reactants are FC1C=C(NC(=O)[CH2:20][C:21]([NH:23][C:24]2[CH:29]=[CH:28][C:27]([F:30])=[CH:26][CH:25]=2)=[O:22])C=CC=1OC1C2SC=CC=2N=CN=1.[F:32][C:33]1[CH:34]=[C:35]([NH:52][C:53](NC(=O)CC2C=CC(F)=CC=2)=S)[CH:36]=[CH:37][C:38]=1[O:39][C:40]1[C:45]2=[C:46]([CH3:51])[C:47](OC)=[CH:48][N:44]2[N:43]=[CH:42][N:41]=1.C(N(C(C)C)CC)(C)C.[B-](F)(F)(F)F.CN(C([O:87]N1N=NC2C1=CC=CC=2)=[N+](C)C)C. The catalyst is CN(C=O)C. The product is [F:32][C:33]1[CH:34]=[C:35]([NH:52][C:53](=[O:87])[CH2:20][C:21]([NH:23][C:24]2[CH:29]=[CH:28][C:27]([F:30])=[CH:26][CH:25]=2)=[O:22])[CH:36]=[CH:37][C:38]=1[O:39][C:40]1[C:45]2=[C:46]([CH3:51])[CH:47]=[CH:48][N:44]2[N:43]=[CH:42][N:41]=1. The yield is 0.750. (3) The reactants are [C:1]12([C:11]3[CH:30]=[CH:29][C:14]([O:15][CH2:16][C:17]([NH:19][C:20]4[CH:21]=[N:22][CH:23]=[C:24]([CH:28]=4)[C:25](O)=[O:26])=[O:18])=[CH:13][CH:12]=3)[CH2:10][CH:5]3[CH2:6][CH:7]([CH2:9][CH:3]([CH2:4]3)[CH2:2]1)[CH2:8]2.[N:31]1[CH:36]=[CH:35][C:34]([CH2:37][CH2:38][NH2:39])=[CH:33][CH:32]=1.C1CN([P+](ON2N=NC3C=CC=CC2=3)(N2CCCC2)N2CCCC2)CC1.F[P-](F)(F)(F)(F)F.CO. The catalyst is CN(C1C=CN=CC=1)C.CN(C=O)C. The product is [C:1]12([C:11]3[CH:30]=[CH:29][C:14]([O:15][CH2:16][C:17]([NH:19][C:20]4[CH:21]=[N:22][CH:23]=[C:24]([CH:28]=4)[C:25]([NH:39][CH2:38][CH2:37][C:34]4[CH:35]=[CH:36][N:31]=[CH:32][CH:33]=4)=[O:26])=[O:18])=[CH:13][CH:12]=3)[CH2:10][CH:5]3[CH2:4][CH:3]([CH2:9][CH:7]([CH2:6]3)[CH2:8]1)[CH2:2]2. The yield is 0.600. (4) The product is [Cl:1][C:2]1[N:7]=[C:6]([NH:29][CH2:28][C:23]2[CH:24]=[CH:25][CH:26]=[CH:27][N:22]=2)[C:5]2=[C:9]([Cl:12])[CH:10]=[CH:11][N:4]2[N:3]=1. The catalyst is C(Cl)Cl. The reactants are [Cl:1][C:2]1[N:7]=[C:6](Cl)[C:5]2=[C:9]([Cl:12])[CH:10]=[CH:11][N:4]2[N:3]=1.CCN(C(C)C)C(C)C.[N:22]1[CH:27]=[CH:26][CH:25]=[CH:24][C:23]=1[CH2:28][NH2:29]. The yield is 0.570. (5) The reactants are [Cl:1][C:2]1[CH:3]=[CH:4][C:5]2[N:6]=[CH:7][N:8]=[C:9](OC3CCOCC3)[C:10]=2[N:11]=1.[NH2:19][CH:20]1[CH2:25][CH2:24][N:23]([C:26]([O:28][C:29]([CH3:32])([CH3:31])[CH3:30])=[O:27])[CH2:22][CH2:21]1.CC(C)([O-])C.[Na+]. The catalyst is O1CCOCC1. The product is [Cl:1][C:2]1[CH:3]=[CH:4][C:5]2[N:6]=[CH:7][N:8]=[C:9]([NH:19][CH:20]3[CH2:21][CH2:22][N:23]([C:26]([O:28][C:29]([CH3:32])([CH3:31])[CH3:30])=[O:27])[CH2:24][CH2:25]3)[C:10]=2[N:11]=1. The yield is 0.490. (6) The reactants are [C:1]([O:5][C:6]([N:8]1[C@H:12]([C:13]#N)[CH2:11][CH2:10][C@H:9]1[C:15]([O:17][C:18]([CH3:21])([CH3:20])[CH3:19])=[O:16])=[O:7])([CH3:4])([CH3:3])[CH3:2].CC(O)=[O:24].O. The catalyst is [Ni].O.O. The product is [C:1]([O:5][C:6]([N:8]1[C@H:12]([CH:13]=[O:24])[CH2:11][CH2:10][C@H:9]1[C:15]([O:17][C:18]([CH3:21])([CH3:20])[CH3:19])=[O:16])=[O:7])([CH3:4])([CH3:3])[CH3:2]. The yield is 0.510. (7) The reactants are C(OC([N:8]1[CH:12]=[C:11]([C:13]2[CH:14]=[C:15]3[C:20](=[CH:21][CH:22]=2)[N:19]=[C:18]([NH:23][CH2:24][C:25]2[CH:30]=[CH:29][CH:28]=[C:27]([Cl:31])[CH:26]=2)[CH:17]=[N:16]3)[CH:10]=[N:9]1)=O)(C)(C)C.Cl. The catalyst is C(Cl)Cl.O1CCOCC1. The product is [Cl:31][C:27]1[CH:26]=[C:25]([CH:30]=[CH:29][CH:28]=1)[CH2:24][NH:23][C:18]1[CH:17]=[N:16][C:15]2[C:20](=[CH:21][CH:22]=[C:13]([C:11]3[CH:10]=[N:9][NH:8][CH:12]=3)[CH:14]=2)[N:19]=1. The yield is 0.220.